Predict which catalyst facilitates the given reaction. From a dataset of Catalyst prediction with 721,799 reactions and 888 catalyst types from USPTO. (1) Reactant: [CH3:1][O:2][C:3]1[CH:4]=[C:5]([CH:8]=[C:9]([O:12][CH3:13])[C:10]=1[CH3:11])C=O.ClC1C=C(C=CC=1)[C:18]([O:20]O)=[O:19]. Product: [CH:18]([O:20][C:5]1[CH:8]=[C:9]([O:12][CH3:13])[C:10]([CH3:11])=[C:3]([O:2][CH3:1])[CH:4]=1)=[O:19]. The catalyst class is: 2. (2) Product: [CH3:2][NH:3][CH2:4][CH2:5][C@H:6]([O:12][C:13]1[CH:14]=[CH:15][CH:16]=[C:17]2[CH:22]=[CH:21][CH:20]=[CH:19][C:18]=12)[C:7]1[S:11][CH:10]=[CH:9][CH:8]=1. The catalyst class is: 13. Reactant: O.[CH3:2][NH:3][CH2:4][CH2:5][C@H:6]([O:12][C:13]1[CH:14]=[CH:15][CH:16]=[C:17]2[CH:22]=[CH:21][CH:20]=[CH:19][C:18]=12)[C:7]1[S:11][CH:10]=[CH:9][CH:8]=1.Cl.[OH-]. (3) Reactant: [F:1][C:2]1[CH:7]=[C:6]([F:8])[CH:5]=[CH:4][C:3]=1[C:9]1[N:10]=[C:11]([CH:26]2[CH2:31][CH2:30][C:29](=[O:32])[CH2:28][CH2:27]2)[S:12][C:13]=1[C:14]1[CH:15]=[CH:16][C:17]2[N:18]([C:20]([CH:23]([CH3:25])[CH3:24])=[N:21][N:22]=2)[N:19]=1.[BH4-].[Na+].CC(C)=O. Product: [F:1][C:2]1[CH:7]=[C:6]([F:8])[CH:5]=[CH:4][C:3]=1[C:9]1[N:10]=[C:11]([C@@H:26]2[CH2:31][CH2:30][C@H:29]([OH:32])[CH2:28][CH2:27]2)[S:12][C:13]=1[C:14]1[CH:15]=[CH:16][C:17]2[N:18]([C:20]([CH:23]([CH3:25])[CH3:24])=[N:21][N:22]=2)[N:19]=1. The catalyst class is: 5. (4) Reactant: [Cl:1][C:2]1[CH:7]=[CH:6][CH:5]=[C:4]([Cl:8])[C:3]=1[N:9]1[C:17]2[C:12](=[CH:13][CH:14]=[CH:15][CH:16]=2)[CH2:11][C:10]1=[O:18].[OH-:19].[Na+].Cl. Product: [Cl:1][C:2]1[CH:7]=[CH:6][CH:5]=[C:4]([Cl:8])[C:3]=1[NH:9][C:17]1[CH:16]=[CH:15][CH:14]=[CH:13][C:12]=1[CH2:11][C:10]([OH:18])=[O:19]. The catalyst class is: 11. (5) Reactant: [Cl:1][C:2]1[CH:7]=[C:6]([CH2:8][OH:9])[CH:5]=[CH:4][C:3]=1[C:10]1[CH:15]=[CH:14][CH:13]=[C:12]([C:16]#[N:17])[CH:11]=1.C(=O)([O-])[O-:19].[K+].[K+].OO.O. Product: [Cl:1][C:2]1[CH:7]=[C:6]([CH2:8][OH:9])[CH:5]=[CH:4][C:3]=1[C:10]1[CH:15]=[CH:14][CH:13]=[C:12]([C:16]([NH2:17])=[O:19])[CH:11]=1. The catalyst class is: 16. (6) Reactant: [CH:1]([C:4]1[N:24]=[C:7]2[CH:8]=[C:9]([NH:12][C:13]([C:15]3[N:19]([CH3:20])[N:18]=[CH:17][C:16]=3[C:21](O)=[O:22])=[O:14])[CH:10]=[CH:11][N:6]2[N:5]=1)([CH3:3])[CH3:2].[NH:25]1[CH2:29][CH2:28][CH2:27][CH2:26]1.CCCP(=O)=O.C(N(C(C)C)CC)(C)C. Product: [CH:1]([C:4]1[N:24]=[C:7]2[CH:8]=[C:9]([NH:12][C:13]([C:15]3[N:19]([CH3:20])[N:18]=[CH:17][C:16]=3[C:21]([N:25]3[CH2:29][CH2:28][CH2:27][CH2:26]3)=[O:22])=[O:14])[CH:10]=[CH:11][N:6]2[N:5]=1)([CH3:2])[CH3:3]. The catalyst class is: 7.